Task: Predict the product of the given reaction.. Dataset: Forward reaction prediction with 1.9M reactions from USPTO patents (1976-2016) (1) Given the reactants [NH2:1][C:2]1[CH:3]=[C:4]([CH:13]=[CH:14][CH:15]=1)[C:5]([NH:7][CH2:8][CH2:9][C:10](=[O:12])[NH2:11])=[O:6].CN(C)C=O.[C:21](N1C=CN=C1)(N1C=CN=C1)=[S:22].[N:33](=[C:35]([C:37]1[C:41]([OH:42])=[C:40]([C:43]2[CH:48]=[CH:47][C:46]([C:49]([F:52])([F:51])[F:50])=[CH:45][CH:44]=2)[N:39]([CH3:53])[N:38]=1)[CH3:36])[NH2:34], predict the reaction product. The product is: [C:10]([CH2:9][CH2:8][NH:7][C:5](=[O:6])[C:4]1[CH:13]=[CH:14][CH:15]=[C:2]([NH:1][C:21]([NH:34][N:33]=[C:35]([C:37]2[C:41]([OH:42])=[C:40]([C:43]3[CH:44]=[CH:45][C:46]([C:49]([F:52])([F:51])[F:50])=[CH:47][CH:48]=3)[N:39]([CH3:53])[N:38]=2)[CH3:36])=[S:22])[CH:3]=1)(=[O:12])[NH2:11]. (2) Given the reactants C(N1C2C(=CC=CC=2)C(COC(C)(C)CO)=N1)C1C=CC=CC=1.[CH3:24][O:25][C:26]1[CH:49]=[CH:48][C:29]([CH2:30][N:31]2[C:39]3[C:34](=[CH:35][CH:36]=[CH:37][CH:38]=3)[C:33]([CH2:40][O:41][C:42]([CH3:47])([CH3:46])[C:43](O)=[O:44])=[N:32]2)=[CH:28][CH:27]=1, predict the reaction product. The product is: [CH3:24][O:25][C:26]1[CH:27]=[CH:28][C:29]([CH2:30][N:31]2[C:39]3[C:34](=[CH:35][CH:36]=[CH:37][CH:38]=3)[C:33]([CH2:40][O:41][C:42]([CH3:47])([CH3:46])[CH2:43][OH:44])=[N:32]2)=[CH:48][CH:49]=1. (3) Given the reactants [N:1]1([CH2:6][CH2:7][NH2:8])[CH2:5][CH2:4][CH2:3][CH2:2]1.CS([C:13]1[N:18]=[C:17]([C:19]2[C:20]([C:32]3[CH:37]=[CH:36][C:35]([F:38])=[CH:34][CH:33]=3)=[N:21][N:22]3[CH:27]=[C:26]([C:28]([F:31])([F:30])[F:29])[CH:25]=[CH:24][C:23]=23)[CH:16]=[CH:15][N:14]=1)(=O)=O, predict the reaction product. The product is: [F:38][C:35]1[CH:36]=[CH:37][C:32]([C:20]2[C:19]([C:17]3[CH:16]=[CH:15][N:14]=[C:13]([NH:8][CH2:7][CH2:6][N:1]4[CH2:5][CH2:4][CH2:3][CH2:2]4)[N:18]=3)=[C:23]3[CH:24]=[CH:25][C:26]([C:28]([F:31])([F:30])[F:29])=[CH:27][N:22]3[N:21]=2)=[CH:33][CH:34]=1. (4) Given the reactants N(C(OCC)=O)=NC(OCC)=O.[C:13]([O:17][C:18]([N:20]1[CH2:24][CH2:23][CH2:22][C@H:21]1[CH2:25][OH:26])=[O:19])([CH3:16])([CH3:15])[CH3:14].[F:27][C:28]1[CH:29]=[C:30](O)[CH:31]=[CH:32][CH:33]=1.C(N(CC)CC)C, predict the reaction product. The product is: [C:13]([O:17][C:18]([N:20]1[CH2:24][CH2:23][CH2:22][C@H:21]1[CH2:25][O:26][C:32]1[CH:31]=[CH:30][CH:29]=[C:28]([F:27])[CH:33]=1)=[O:19])([CH3:16])([CH3:15])[CH3:14]. (5) Given the reactants ClC(Cl)(O[C:5](=O)[O:6][C:7](Cl)(Cl)Cl)Cl.[CH:13]1([NH2:16])[CH2:15][CH2:14]1.C(N(CC)C(C)C)(C)C.FC(F)(F)[C:28](O)=[O:29].[CH3:33][N:34]([CH2:57][CH2:58][NH:59][CH3:60])[C:35]([C:37]1[CH:38]=[C:39]2[C:47](=[CH:48][CH:49]=1)[N:46]([CH3:50])[C:45]1[CH2:44][CH2:43][CH:42]([CH:51]3[CH2:56]COC[CH2:52]3)[CH2:41][C:40]2=1)=[O:36], predict the reaction product. The product is: [CH:13]1([NH:16][C:28](=[O:29])[N:59]([CH2:58][CH2:57][N:34]([CH3:33])[C:35]([C:37]2[CH:38]=[C:39]3[C:47](=[CH:48][CH:49]=2)[N:46]([CH3:50])[C:45]2[CH2:44][CH2:43][CH:42]([CH:51]4[CH2:56][CH2:5][O:6][CH2:7][CH2:52]4)[CH2:41][C:40]3=2)=[O:36])[CH3:60])[CH2:15][CH2:14]1. (6) The product is: [CH:32]1([C:28]2[N:27]=[C:26]([C:10]3[C:9]4[C:13](=[CH:14][CH:15]=[C:7]([C:4]5[O:3][C:2]([N:35]6[CH2:39][CH2:38][CH2:37][CH2:36]6)=[N:6][N:5]=5)[CH:8]=4)[N:12]([S:16]([C:19]4[CH:25]=[CH:24][C:22]([CH3:23])=[CH:21][CH:20]=4)(=[O:18])=[O:17])[CH:11]=3)[CH:31]=[N:30][CH:29]=2)[CH2:34][CH2:33]1. Given the reactants Br[C:2]1[O:3][C:4]([C:7]2[CH:8]=[C:9]3[C:13](=[CH:14][CH:15]=2)[N:12]([S:16]([C:19]2[CH:25]=[CH:24][C:22]([CH3:23])=[CH:21][CH:20]=2)(=[O:18])=[O:17])[CH:11]=[C:10]3[C:26]2[CH:31]=[N:30][CH:29]=[C:28]([CH:32]3[CH2:34][CH2:33]3)[N:27]=2)=[N:5][N:6]=1.[NH:35]1[CH2:39][CH2:38][CH2:37][CH2:36]1, predict the reaction product. (7) Given the reactants Cl[C:2]1[C:7]([S:8][CH3:9])=[C:6]([N:10]2[CH2:15][CH2:14][O:13][CH2:12][CH2:11]2)[N:5]=[C:4]([C:16]2[CH:21]=[CH:20][C:19]([NH:22][C:23]([NH:25][C:26]3[CH:31]=[CH:30][CH:29]=[CH:28][CH:27]=3)=[O:24])=[CH:18][CH:17]=2)[N:3]=1.[CH3:32][S:33]([N:36]1[CH2:41][CH2:40][NH:39][CH2:38][CH2:37]1)(=[O:35])=[O:34].C(N(CC)CC)C, predict the reaction product. The product is: [CH3:32][S:33]([N:36]1[CH2:41][CH2:40][N:39]([C:2]2[C:7]([S:8][CH3:9])=[C:6]([N:10]3[CH2:11][CH2:12][O:13][CH2:14][CH2:15]3)[N:5]=[C:4]([C:16]3[CH:17]=[CH:18][C:19]([NH:22][C:23]([NH:25][C:26]4[CH:27]=[CH:28][CH:29]=[CH:30][CH:31]=4)=[O:24])=[CH:20][CH:21]=3)[N:3]=2)[CH2:38][CH2:37]1)(=[O:35])=[O:34].